From a dataset of CYP2C9 inhibition data for predicting drug metabolism from PubChem BioAssay. Regression/Classification. Given a drug SMILES string, predict its absorption, distribution, metabolism, or excretion properties. Task type varies by dataset: regression for continuous measurements (e.g., permeability, clearance, half-life) or binary classification for categorical outcomes (e.g., BBB penetration, CYP inhibition). Dataset: cyp2c9_veith. (1) The molecule is COc1ccc2ccccc2c1/C=C\C(=O)c1ccccc1. The result is 1 (inhibitor). (2) The drug is COc1ccc(C(O)c2nccn2Cc2ccccc2)cc1. The result is 0 (non-inhibitor). (3) The drug is O=C(Oc1ccccc1)N1CCC2(CC1)CCN(c1cccc(-c3ccccc3)c1)CC2. The result is 0 (non-inhibitor). (4) The drug is COc1ccc2nc(N3C(=O)CC(Cc4ccc(Cl)cc4)C3=O)sc2c1. The result is 1 (inhibitor). (5) The result is 1 (inhibitor). The molecule is C[C@@H](C(=O)Nc1ccc2ccccc2c1)[C@@H]1C[C@@]1(C)[C@@H](NC(=O)c1cccnc1)c1ccccc1. (6) The drug is Cc1ccccc1-c1cncnc1Nc1ccc(F)cc1. The result is 0 (non-inhibitor). (7) The drug is O=C(c1ccncc1)N1CCC2(CC1)CN(c1cccc(-c3ccccc3)c1)C2. The result is 1 (inhibitor). (8) The result is 0 (non-inhibitor). The compound is O=C(O[C@H]1C[NH+]2CCC1CC2)C(O)(c1ccccc1)c1ccccc1.[Br-]. (9) The compound is Cc1nc(-n2nnc3cc(C)c(C)cc32)c2c3c(sc2n1)CCCC3. The result is 1 (inhibitor). (10) The drug is Oc1c(Cl)cc(C(c2cc(Cl)c(O)c(Cl)c2)C(c2cc(Cl)c(O)c(Cl)c2)c2cc(Cl)c(O)c(Cl)c2)cc1Cl. The result is 1 (inhibitor).